This data is from Reaction yield outcomes from USPTO patents with 853,638 reactions. The task is: Predict the reaction yield, written as a fraction of the theoretical maximum amount of product (1.0 means a 100% yield; for example, 0.34 means a 34% yield). The reactants are [Cl:1][C:2]1[C:3]([F:31])=[C:4]([CH:8]2[C:12]([C:15]3[CH:20]=[CH:19][C:18]([Cl:21])=[CH:17][C:16]=3[F:22])([C:13]#[N:14])[CH:11]([CH2:23][C:24]([CH3:27])([CH3:26])[CH3:25])[NH:10][CH:9]2[C:28]([OH:30])=O)[CH:5]=[CH:6][CH:7]=1.CCN(C(C)C)C(C)C.CN(C(ON1N=NC2C=CC=NC1=2)=[N+](C)C)C.F[P-](F)(F)(F)(F)F.[NH2:65][C:66]1[CH:71]=[CH:70][C:69]([C:72](=[O:82])[CH2:73][O:74][Si](C(C)(C)C)(C)C)=[CH:68][CH:67]=1. The catalyst is ClCCl.O. The product is [OH:74][CH2:73][C:72]([C:69]1[CH:70]=[CH:71][C:66]([NH:65][C:28]([CH:9]2[CH:8]([C:4]3[CH:5]=[CH:6][CH:7]=[C:2]([Cl:1])[C:3]=3[F:31])[C:12]([C:15]3[CH:20]=[CH:19][C:18]([Cl:21])=[CH:17][C:16]=3[F:22])([C:13]#[N:14])[CH:11]([CH2:23][C:24]([CH3:27])([CH3:25])[CH3:26])[NH:10]2)=[O:30])=[CH:67][CH:68]=1)=[O:82]. The yield is 0.380.